This data is from Forward reaction prediction with 1.9M reactions from USPTO patents (1976-2016). The task is: Predict the product of the given reaction. (1) Given the reactants [O:1]1[CH:5]=[CH:4][N:3]=[C:2]1[C:6]1[CH:13]=[CH:12][C:9]([CH:10]=O)=[CH:8][CH:7]=1.[NH2:14][C:15]1[CH:20]=[CH:19][C:18]([C:21]2[C:22]([NH2:37])=[N:23][C:24]([NH2:36])=[N:25][C:26]=2[CH2:27][O:28][CH2:29][C:30]2[CH:35]=[CH:34][CH:33]=[CH:32][CH:31]=2)=[CH:17][CH:16]=1.[BH3-]C#N.[Na+], predict the reaction product. The product is: [CH2:29]([O:28][CH2:27][C:26]1[N:25]=[C:24]([NH2:36])[N:23]=[C:22]([NH2:37])[C:21]=1[C:18]1[CH:17]=[CH:16][C:15]([NH:14][CH2:10][C:9]2[CH:12]=[CH:13][C:6]([C:2]3[O:1][CH:5]=[CH:4][N:3]=3)=[CH:7][CH:8]=2)=[CH:20][CH:19]=1)[C:30]1[CH:31]=[CH:32][CH:33]=[CH:34][CH:35]=1. (2) Given the reactants [CH3:1][NH:2][C:3]([N:5]1[CH2:9][CH2:8][CH2:7][CH:6]1[C:10]1[CH:14]=[C:13]([C:15]2[CH:20]=[CH:19][CH:18]=[C:17]([Cl:21])[CH:16]=2)[O:12][N:11]=1)=[S:4].[CH3:22]I, predict the reaction product. The product is: [CH3:22][S:4][C:3]([N:5]1[CH2:9][CH2:8][CH2:7][CH:6]1[C:10]1[CH:14]=[C:13]([C:15]2[CH:20]=[CH:19][CH:18]=[C:17]([Cl:21])[CH:16]=2)[O:12][N:11]=1)=[N:2][CH3:1]. (3) Given the reactants [CH2:1]([NH:3][C@@H:4]([CH3:7])[CH2:5][OH:6])[CH3:2].[CH3:8][C:9]1[CH:10]=[CH:11][C:12]([N:18]2[N:22]=[CH:21][CH:20]=[N:19]2)=[C:13]([CH:17]=1)[C:14](O)=[O:15], predict the reaction product. The product is: [CH2:1]([N:3]([C@@H:4]([CH3:7])[CH2:5][OH:6])[C:14](=[O:15])[C:13]1[CH:17]=[C:9]([CH3:8])[CH:10]=[CH:11][C:12]=1[N:18]1[N:22]=[CH:21][CH:20]=[N:19]1)[CH3:2]. (4) Given the reactants C(=O)([O-])[O-].[Cs+].[Cs+].[N:7]1([C:16](=[O:31])[CH2:17][C:18]2[NH:23][C:22](=[O:24])[CH:21]=[C:20]([N:25]3[CH2:30][CH2:29][O:28][CH2:27][CH2:26]3)[N:19]=2)[C:15]2[C:10](=[CH:11][CH:12]=[CH:13][CH:14]=2)[CH2:9][CH2:8]1.C[N:33](C)C=O, predict the reaction product. The product is: [NH2:33][N:23]1[C:22](=[O:24])[CH:21]=[C:20]([N:25]2[CH2:26][CH2:27][O:28][CH2:29][CH2:30]2)[N:19]=[C:18]1[CH2:17][C:16]([N:7]1[C:15]2[C:10](=[CH:11][CH:12]=[CH:13][CH:14]=2)[CH2:9][CH2:8]1)=[O:31].